From a dataset of Full USPTO retrosynthesis dataset with 1.9M reactions from patents (1976-2016). Predict the reactants needed to synthesize the given product. (1) Given the product [C:1]([N:5]1[C:10](=[O:11])[C:9]([Cl:12])=[C:8]([O:13][CH2:14][C:15]2[CH:16]=[CH:17][C:18]([CH2:21][CH2:22][CH2:23][CH2:24][OH:25])=[CH:19][CH:20]=2)[CH:7]=[N:6]1)([CH3:4])([CH3:3])[CH3:2], predict the reactants needed to synthesize it. The reactants are: [C:1]([N:5]1[C:10](=[O:11])[C:9]([Cl:12])=[C:8]([O:13][CH2:14][C:15]2[CH:20]=[CH:19][C:18]([CH2:21][CH2:22][CH2:23][CH2:24][O:25][Si](C(C)(C)C)(C)C)=[CH:17][CH:16]=2)[CH:7]=[N:6]1)([CH3:4])([CH3:3])[CH3:2].[F-].C([NH3+])(C)(C)C. (2) Given the product [Cl:19][C:20]1[CH:27]=[CH:26][C:23]([CH2:24][CH:9]([C:10]([C:12]2[CH:17]=[CH:16][C:15]([Cl:18])=[CH:14][CH:13]=2)=[O:11])[C:5]2[CH:4]=[N:3][CH:8]=[CH:7][CH:6]=2)=[CH:22][CH:21]=1, predict the reactants needed to synthesize it. The reactants are: [H-].[Na+].[N:3]1[CH:8]=[CH:7][CH:6]=[C:5]([CH2:9][C:10]([C:12]2[CH:17]=[CH:16][C:15]([Cl:18])=[CH:14][CH:13]=2)=[O:11])[CH:4]=1.[Cl:19][C:20]1[CH:27]=[CH:26][C:23]([CH2:24]Cl)=[CH:22][CH:21]=1. (3) Given the product [OH:1][C:2]([CH3:27])([CH3:3])[C:4](=[O:26])[CH2:5][CH2:6][C@@H:7]([C@@H:15]1[C@:23]2([CH3:24])[C@H:18]([C:19](=[O:25])[CH2:20][CH2:21][CH2:22]2)[CH2:17][CH2:16]1)[CH2:8][CH2:9][CH2:10][C:11]([OH:14])([CH3:13])[CH3:12], predict the reactants needed to synthesize it. The reactants are: [OH:1][C:2]([CH3:27])([C:4](=[O:26])[CH2:5][CH2:6][C@@H:7]([C@@H:15]1[C@:23]2([CH3:24])[C@H:18]([C@@H:19]([OH:25])[CH2:20][CH2:21][CH2:22]2)[CH2:17][CH2:16]1)[CH2:8][CH2:9][CH2:10][C:11]([OH:14])([CH3:13])[CH3:12])[CH3:3].ClCCl.[Cr](O[Cr]([O-])(=O)=O)([O-])(=O)=O.[NH+]1C=CC=CC=1.[NH+]1C=CC=CC=1.C(OCC)(=O)C.CCCCCC. (4) Given the product [C:1]([N:4]1[C:13]2[C:8](=[CH:9][C:10]([C:24]3[CH:25]=[CH:26][C:21]([CH:19]=[O:20])=[CH:22][CH:23]=3)=[CH:11][CH:12]=2)[C@H:7]([NH:15][CH:16]=[O:17])[CH2:6][C@@H:5]1[CH3:18])(=[O:3])[CH3:2], predict the reactants needed to synthesize it. The reactants are: [C:1]([N:4]1[C:13]2[C:8](=[CH:9][C:10](Br)=[CH:11][CH:12]=2)[C@H:7]([NH:15][CH:16]=[O:17])[CH2:6][C@@H:5]1[CH3:18])(=[O:3])[CH3:2].[CH:19]([C:21]1[CH:26]=[CH:25][C:24](B(O)O)=[CH:23][CH:22]=1)=[O:20].C([O-])([O-])=O.[Na+].[Na+]. (5) Given the product [CH3:3][CH:2]([C:4]1[C:8]2[C:9]([O:13][C:28]3[CH:33]=[CH:32][C:31]([N+:34]([O-:36])=[O:35])=[CH:30][N:29]=3)=[CH:10][CH:11]=[CH:12][C:7]=2[O:6][N:5]=1)[CH3:1], predict the reactants needed to synthesize it. The reactants are: [CH3:1][CH:2]([C:4]1[C:8]2=[C:9]([OH:13])[CH:10]=[CH:11][CH:12]=[C:7]2[O:6][N:5]=1)[CH3:3].CC(C1OC2C(=C(O)C=CC=2)N=1)C.Cl[C:28]1[CH:33]=[CH:32][C:31]([N+:34]([O-:36])=[O:35])=[CH:30][N:29]=1.C(=O)([O-])[O-].[K+].[K+]. (6) Given the product [CH3:20][O:21][C:22]([C:23]1[CH:24]=[C:25]([OH:27])[C:34]2[C:29](=[C:30]([F:35])[CH:31]=[CH:32][CH:33]=2)[N:28]=1)=[O:36], predict the reactants needed to synthesize it. The reactants are: BrC1C=CC(NC(=CC([O-])=O)C(OC)=O)=C(OC)C=1.[CH3:20][O:21][C:22](=[O:36])[C:23]([NH:28][C:29]1[CH:34]=[CH:33][CH:32]=[CH:31][C:30]=1[F:35])=[CH:24][C:25]([O-:27])=O. (7) Given the product [CH3:32][C:22]1[C:23]([CH3:27])=[CH:24][CH:25]=[CH:26][C:21]=1[N:18]1[CH2:19][CH2:20][N:15]([CH2:14][CH2:13][N:12]2[C:11](=[O:31])[C:10]3[C:5](=[CH:6][CH:7]=[CH:8][CH:9]=3)[N:4]=[C:3]2[CH2:1][CH3:2])[CH2:16][CH2:17]1, predict the reactants needed to synthesize it. The reactants are: [CH2:1]([C:3]1[N:12]([CH2:13][CH2:14][N:15]2[CH2:20][CH2:19][N:18]([C:21]3[CH:26]=[CH:25][CH:24]=[C:23]([C:27](F)(F)F)[CH:22]=3)[CH2:17][CH2:16]2)[C:11](=[O:31])[C:10]2[C:5](=[CH:6][CH:7]=[CH:8][CH:9]=2)[N:4]=1)[CH3:2].[CH3:32]C1C(C)=CC=CC=1N1CCNCC1.